The task is: Regression/Classification. Given a drug SMILES string, predict its toxicity properties. Task type varies by dataset: regression for continuous values (e.g., LD50, hERG inhibition percentage) or binary classification for toxic/non-toxic outcomes (e.g., AMES mutagenicity, cardiotoxicity, hepatotoxicity). Dataset: herg_karim.. This data is from hERG potassium channel inhibition data for cardiac toxicity prediction from Karim et al.. The drug is O=C1CC2(CCCC2)CC(=O)N1CCCCN1CCN(c2ncccn2)CC1. The result is 1 (blocker).